Predict the reactants needed to synthesize the given product. From a dataset of Full USPTO retrosynthesis dataset with 1.9M reactions from patents (1976-2016). (1) Given the product [Br:9][C:8]1[CH:7]=[CH:6][C:4]([NH2:5])=[CH:3][C:2]=1[C:14]#[CH:15], predict the reactants needed to synthesize it. The reactants are: Br[C:2]1[CH:3]=[C:4]([CH:6]=[CH:7][C:8]=1[Br:9])[NH2:5].C[Si]([C:14]#[CH:15])(C)C.C([O-])([O-])=O.[K+].[K+]. (2) Given the product [Cl:51][C:52]1[CH:64]=[CH:63][CH:62]=[CH:61][C:53]=1[O:54][CH:55]1[CH2:60][CH2:59][N:58]([C:16](=[O:18])[CH2:15][NH:14][C:12]([C:9]2[CH:8]=[C:7]([C:1]3[CH:2]=[CH:3][CH:4]=[CH:5][CH:6]=3)[NH:11][N:10]=2)=[O:13])[CH2:57][CH2:56]1, predict the reactants needed to synthesize it. The reactants are: [C:1]1([C:7]2[NH:11][N:10]=[C:9]([C:12]([NH:14][CH2:15][C:16]([OH:18])=O)=[O:13])[CH:8]=2)[CH:6]=[CH:5][CH:4]=[CH:3][CH:2]=1.CCN(C(C)C)C(C)C.C1C=CC2N(O)N=NC=2C=1.CCN=C=NCCCN(C)C.Cl.Cl.[Cl:51][C:52]1[CH:64]=[CH:63][CH:62]=[CH:61][C:53]=1[O:54][CH:55]1[CH2:60][CH2:59][NH:58][CH2:57][CH2:56]1. (3) Given the product [N+:49]([C:52]1[CH:57]=[CH:56][C:55]([NH:58][CH:59]2[CH2:60][CH2:61][N:62]([C:19](=[O:21])[CH2:18][CH2:17][CH2:16][CH:13]3[CH2:12][CH2:11][N:10]([C:7]4[CH:6]=[CH:5][C:4]([C:3]([F:2])([F:22])[F:23])=[CH:9][CH:8]=4)[CH2:15][CH2:14]3)[CH2:63][CH2:64]2)=[CH:54][C:53]=1[C:65]([F:68])([F:66])[F:67])([O-:51])=[O:50], predict the reactants needed to synthesize it. The reactants are: [Li+].[F:2][C:3]([F:23])([F:22])[C:4]1[CH:9]=[CH:8][C:7]([N:10]2[CH2:15][CH2:14][CH:13]([CH2:16][CH2:17][CH2:18][C:19]([O-:21])=O)[CH2:12][CH2:11]2)=[CH:6][CH:5]=1.F[P-](F)(F)(F)(F)F.CN(C)C(ON1C2C=CC=CC=2N=N1)=[N+](C)C.Cl.[N+:49]([C:52]1[CH:57]=[CH:56][C:55]([NH:58][CH:59]2[CH2:64][CH2:63][NH:62][CH2:61][CH2:60]2)=[CH:54][C:53]=1[C:65]([F:68])([F:67])[F:66])([O-:51])=[O:50].C(N(C(C)C)CC)(C)C.[O-2].[Al+3].[O-2].[O-2].[Al+3]. (4) Given the product [CH3:1][C:2]1[CH:3]=[C:4]([S:8]([N:11]2[CH2:19][CH:18]3[CH:13]([CH2:14][CH2:15][CH2:16][CH2:17]3)[CH:12]2[C:20]([NH:22][C@H:23]([C:42]([OH:44])=[O:43])[CH2:24][C:25]2[CH:26]=[CH:27][C:28]([NH:31][C:32](=[O:41])[C:33]3[C:38]([Cl:39])=[CH:37][N:36]=[CH:35][C:34]=3[Cl:40])=[CH:29][CH:30]=2)=[O:21])(=[O:10])=[O:9])[CH:5]=[CH:6][CH:7]=1, predict the reactants needed to synthesize it. The reactants are: [CH3:1][C:2]1[CH:3]=[C:4]([S:8]([N:11]2[CH2:19][CH:18]3[CH:13]([CH2:14][CH2:15][CH2:16][CH2:17]3)[CH:12]2[C:20]([NH:22][C@H:23]([C:42]([O:44]C)=[O:43])[CH2:24][C:25]2[CH:30]=[CH:29][C:28]([NH:31][C:32](=[O:41])[C:33]3[C:38]([Cl:39])=[CH:37][N:36]=[CH:35][C:34]=3[Cl:40])=[CH:27][CH:26]=2)=[O:21])(=[O:10])=[O:9])[CH:5]=[CH:6][CH:7]=1.[OH-].[Na+].